Dataset: Plasma protein binding rate (PPBR) regression data from AstraZeneca. Task: Regression/Classification. Given a drug SMILES string, predict its absorption, distribution, metabolism, or excretion properties. Task type varies by dataset: regression for continuous measurements (e.g., permeability, clearance, half-life) or binary classification for categorical outcomes (e.g., BBB penetration, CYP inhibition). For this dataset (ppbr_az), we predict Y. (1) The Y is 99.5 %. The drug is CC(C)Oc1ccc2c(=O)c(-c3ccccc3)coc2c1. (2) The compound is N#Cc1ccc2ccc(=O)n(CCN3CC[C@H](NCc4ccc5c(n4)NC(=O)CO5)[C@H](O)C3)c2c1. The Y is 79.2 %. (3) The drug is Cc1nc(C)c(-c2ccc([C@H]3CC[C@H](CC(=O)NS(C)(=O)=O)CC3)cc2)nc1C(N)=O. The Y is 89.0 %. (4) The molecule is NC1=NC(c2ccnc(C(F)(F)F)c2)(c2ccc(F)c(-c3cncnc3)c2)c2cccc(F)c21. The Y is 97.1 %.